From a dataset of Reaction yield outcomes from USPTO patents with 853,638 reactions. Predict the reaction yield, written as a fraction of the theoretical maximum amount of product (1.0 means a 100% yield; for example, 0.34 means a 34% yield). The reactants are Cl[C:2]1[C:7]([N+:8]([O-:10])=[O:9])=[CH:6][CH:5]=[C:4]([Cl:11])[N:3]=1.CCN(C(C)C)C(C)C.[CH:21]1([C:24]2[NH:28][N:27]=[C:26]([NH2:29])[CH:25]=2)[CH2:23][CH2:22]1. The catalyst is CCO. The product is [Cl:11][C:4]1[N:3]=[C:2]([NH:29][C:26]2[CH:25]=[C:24]([CH:21]3[CH2:23][CH2:22]3)[NH:28][N:27]=2)[C:7]([N+:8]([O-:10])=[O:9])=[CH:6][CH:5]=1. The yield is 0.980.